Dataset: NCI-60 drug combinations with 297,098 pairs across 59 cell lines. Task: Regression. Given two drug SMILES strings and cell line genomic features, predict the synergy score measuring deviation from expected non-interaction effect. (1) Drug 1: C1=CC(=CC=C1CC(C(=O)O)N)N(CCCl)CCCl.Cl. Drug 2: C1=CN(C=N1)CC(O)(P(=O)(O)O)P(=O)(O)O. Cell line: MDA-MB-435. Synergy scores: CSS=-1.82, Synergy_ZIP=3.17, Synergy_Bliss=3.59, Synergy_Loewe=-2.12, Synergy_HSA=-2.41. (2) Drug 1: CC1=C(C=C(C=C1)C(=O)NC2=CC(=CC(=C2)C(F)(F)F)N3C=C(N=C3)C)NC4=NC=CC(=N4)C5=CN=CC=C5. Drug 2: C1=CN(C=N1)CC(O)(P(=O)(O)O)P(=O)(O)O. Cell line: MDA-MB-435. Synergy scores: CSS=8.58, Synergy_ZIP=-2.60, Synergy_Bliss=-0.651, Synergy_Loewe=1.12, Synergy_HSA=-1.51. (3) Drug 1: CC1=C2C(C(=O)C3(C(CC4C(C3C(C(C2(C)C)(CC1OC(=O)C(C(C5=CC=CC=C5)NC(=O)OC(C)(C)C)O)O)OC(=O)C6=CC=CC=C6)(CO4)OC(=O)C)O)C)O. Drug 2: CC1CCCC2(C(O2)CC(NC(=O)CC(C(C(=O)C(C1O)C)(C)C)O)C(=CC3=CSC(=N3)C)C)C. Cell line: SR. Synergy scores: CSS=78.6, Synergy_ZIP=-1.96, Synergy_Bliss=-2.97, Synergy_Loewe=-0.375, Synergy_HSA=-1.13.